Task: Regression/Classification. Given a drug SMILES string, predict its toxicity properties. Task type varies by dataset: regression for continuous values (e.g., LD50, hERG inhibition percentage) or binary classification for toxic/non-toxic outcomes (e.g., AMES mutagenicity, cardiotoxicity, hepatotoxicity). Dataset: herg_karim.. Dataset: hERG potassium channel inhibition data for cardiac toxicity prediction from Karim et al. (1) The molecule is C[C@H](c1ccnc(Cl)c1)N1[C@H]2CC[C@@H]1C[C@@H](Oc1cccc(C(N)=O)c1)C2. The result is 1 (blocker). (2) The molecule is Cc1cc(C2(c3cccc(-c4cncnc4)c3)N=C(N)c3c(F)cccc32)cc(C)n1. The result is 1 (blocker). (3) The molecule is CC(C)CNCc1ccc(-c2ccccc2S(=O)(=O)N2CCCC2)cc1. The result is 1 (blocker).